From a dataset of Full USPTO retrosynthesis dataset with 1.9M reactions from patents (1976-2016). Predict the reactants needed to synthesize the given product. (1) Given the product [CH3:1][CH2:2][NH:3][C@@H:4]1[C:11]2[CH:12]=[C:13]([S:15]([NH2:18])(=[O:17])=[O:16])[S:14][C:10]=2[S:7](=[O:8])(=[O:9])[C@@H:6]([CH3:19])[CH2:5]1.[C:30]([CH:29]([CH:28]([C:44]([O-:46])=[O:45])[OH:43])[OH:33])([O-:32])=[O:31], predict the reactants needed to synthesize it. The reactants are: [CH3:1][CH2:2][NH:3][C@@H:4]1[C:11]2[CH:12]=[C:13]([S:15]([NH2:18])(=[O:17])=[O:16])[S:14][C:10]=2[S:7](=[O:9])(=[O:8])[C@@H:6]([CH3:19])[CH2:5]1.C1(C)C=CC(C([C@@:28]([C:44]([OH:46])=[O:45])([OH:43])[C@@:29](C(C2C=CC(C)=CC=2)=O)([OH:33])[C:30]([OH:32])=[O:31])=O)=CC=1. (2) Given the product [Cl:61][CH2:60][CH2:59][CH2:58][O:19][C:16]1[CH:17]=[CH:18][C:13]([CH2:12][C:7]2[C:6]([O:21][C@@H:22]3[O:48][C@H:47]([CH2:49][O:50][C:51](=[O:56])[C:52]([CH3:54])([CH3:53])[CH3:55])[C@@H:39]([O:40][C:41](=[O:46])[C:42]([CH3:45])([CH3:44])[CH3:43])[C@H:31]([O:32][C:33](=[O:38])[C:34]([CH3:35])([CH3:36])[CH3:37])[C@H:23]3[O:24][C:25](=[O:30])[C:26]([CH3:29])([CH3:28])[CH3:27])=[N:5][N:4]([CH2:3][CH2:2][OH:1])[C:8]=2[CH:9]([CH3:11])[CH3:10])=[C:14]([CH3:20])[CH:15]=1, predict the reactants needed to synthesize it. The reactants are: [OH:1][CH2:2][CH2:3][N:4]1[C:8]([CH:9]([CH3:11])[CH3:10])=[C:7]([CH2:12][C:13]2[CH:18]=[CH:17][C:16]([OH:19])=[CH:15][C:14]=2[CH3:20])[C:6]([O:21][C@@H:22]2[O:48][C@H:47]([CH2:49][O:50][C:51](=[O:56])[C:52]([CH3:55])([CH3:54])[CH3:53])[C@@H:39]([O:40][C:41](=[O:46])[C:42]([CH3:45])([CH3:44])[CH3:43])[C@H:31]([O:32][C:33](=[O:38])[C:34]([CH3:37])([CH3:36])[CH3:35])[C@H:23]2[O:24][C:25](=[O:30])[C:26]([CH3:29])([CH3:28])[CH3:27])=[N:5]1.Br[CH2:58][CH2:59][CH2:60][Cl:61].[OH-].[Na+].Cl. (3) Given the product [C:12]([C:23]1[CH:28]=[CH:27][C:26]([NH:31][C:8](=[O:10])[C:7]2[CH:6]=[CH:5][C:4]([F:11])=[N:3][C:2]=2[F:1])=[CH:25][CH:24]=1)([CH3:15])([CH3:14])[CH3:13], predict the reactants needed to synthesize it. The reactants are: [F:1][C:2]1[C:7]([C:8]([OH:10])=O)=[CH:6][CH:5]=[C:4]([F:11])[N:3]=1.[C:12](NC1C=CC=CC=1)([CH3:15])([CH3:14])[CH3:13].[CH:23]1[CH:24]=[CH:25][C:26]2[N:31](O)N=N[C:27]=2[CH:28]=1.CCN=C=NCCCN(C)C.CCN(C(C)C)C(C)C. (4) The reactants are: N#N.[CH:3]1([N:8]2[CH:12]=[C:11](I)[CH:10]=[N:9]2)[CH2:7][CH2:6][CH2:5][CH2:4]1.[CH3:14][C:15]1([CH3:31])[C:19]([CH3:21])([CH3:20])[O:18][B:17]([B:17]2[O:18][C:19]([CH3:21])([CH3:20])[C:15]([CH3:31])([CH3:14])[O:16]2)[O:16]1.C([O-])(=O)C.[K+]. Given the product [CH:3]1([N:8]2[CH:12]=[C:11]([B:17]3[O:18][C:19]([CH3:21])([CH3:20])[C:15]([CH3:31])([CH3:14])[O:16]3)[CH:10]=[N:9]2)[CH2:7][CH2:6][CH2:5][CH2:4]1, predict the reactants needed to synthesize it. (5) Given the product [CH2:1]([S:8][C:9]1[CH:10]=[C:11]([NH2:33])[C:12]([NH:15][C:16]2[C:21]([O:22][CH3:23])=[CH:20][C:19]([C:24]3[CH:29]=[CH:28][C:27]([Cl:30])=[C:26]([CH3:31])[CH:25]=3)=[C:18]([F:32])[CH:17]=2)=[CH:13][CH:14]=1)[C:2]1[CH:7]=[CH:6][CH:5]=[CH:4][CH:3]=1, predict the reactants needed to synthesize it. The reactants are: [CH2:1]([S:8][C:9]1[CH:14]=[CH:13][C:12]([NH:15][C:16]2[C:21]([O:22][CH3:23])=[CH:20][C:19]([C:24]3[CH:29]=[CH:28][C:27]([Cl:30])=[C:26]([CH3:31])[CH:25]=3)=[C:18]([F:32])[CH:17]=2)=[C:11]([N+:33]([O-])=O)[CH:10]=1)[C:2]1[CH:7]=[CH:6][CH:5]=[CH:4][CH:3]=1.C(O)(=O)C.